From a dataset of hERG Central: cardiac toxicity at 1µM, 10µM, and general inhibition. Predict hERG channel inhibition at various concentrations. (1) The molecule is CC(Cc1ccccc1Sc1ccc(O)cc1)N(C)C.CCO.Cl. Results: hERG_inhib (hERG inhibition (general)): blocker. (2) The molecule is CCCCc1ccc(S(=O)(=O)N2CCN(C(=O)c3ccco3)CC2)cc1. Results: hERG_inhib (hERG inhibition (general)): blocker. (3) The compound is O=C(NCCCc1ccccc1)c1ccc(CS(=O)Cc2ccccc2Cl)o1. Results: hERG_inhib (hERG inhibition (general)): blocker. (4) The molecule is COc1cc2c(cc1OC)CN(CCC(=O)c1ccc(Br)cc1)CC2. Results: hERG_inhib (hERG inhibition (general)): blocker. (5) Results: hERG_inhib (hERG inhibition (general)): blocker. The compound is O=C(CCn1cccn1)N1CCCC(N2CCN(c3cccc(C(F)(F)F)c3)CC2)C1. (6) The drug is CC(C)OCC(O)CN1CCN(CCN2C(=O)c3cccc4cccc(c34)C2=O)CC1.Cl. Results: hERG_inhib (hERG inhibition (general)): blocker. (7) The molecule is Cc1ccc(S(=O)(=O)N2CCC(=O)N(CCOC(=O)Nc3cccc(Cl)c3)CC2)cc1. Results: hERG_inhib (hERG inhibition (general)): blocker. (8) The molecule is CCCCCCCCOC(=O)c1nc(Cl)c(Cl)c(N)c1Cl. Results: hERG_inhib (hERG inhibition (general)): blocker. (9) The drug is CN(C)CCNC(=O)c1cc2c(s1)-c1ccccc1OC2. Results: hERG_inhib (hERG inhibition (general)): blocker. (10) The compound is OCCC1CN(Cc2cccn2-c2ncccn2)CCN1Cc1ccc(F)cc1. Results: hERG_inhib (hERG inhibition (general)): blocker.